Predict the product of the given reaction. From a dataset of Forward reaction prediction with 1.9M reactions from USPTO patents (1976-2016). (1) Given the reactants [CH2:1]([C:3]1[S:4][C:5]([C:10]2[CH:15]=[CH:14][C:13]([C:16]([F:19])([F:18])[F:17])=[CH:12][CH:11]=2)=[CH:6][C:7]=1[CH:8]=[O:9])[CH3:2].[CH:20]1([Mg]Br)[CH2:25][CH2:24][CH2:23][CH2:22][CH2:21]1.O1CCCC1.[Cl-].[NH4+], predict the reaction product. The product is: [CH:20]1([CH:8]([C:7]2[CH:6]=[C:5]([C:10]3[CH:15]=[CH:14][C:13]([C:16]([F:19])([F:17])[F:18])=[CH:12][CH:11]=3)[S:4][C:3]=2[CH2:1][CH3:2])[OH:9])[CH2:25][CH2:24][CH2:23][CH2:22][CH2:21]1. (2) Given the reactants [CH:1]1([NH:4][C:5]([C:7]2[CH:12]=[CH:11][C:10](B(O)O)=[CH:9][CH:8]=2)=[O:6])[CH2:3][CH2:2]1.[NH2:16][C:17]1[N:18]=[C:19]([N:28]2[CH2:33][CH2:32][N:31]([C:34](=[O:44])[CH2:35][O:36][C:37]3[CH:42]=[CH:41][C:40]([Cl:43])=[CH:39][CH:38]=3)[CH2:30][CH2:29]2)[C:20]2[N:26]=[C:25](Cl)[CH:24]=[CH:23][C:21]=2[N:22]=1, predict the reaction product. The product is: [NH2:16][C:17]1[N:18]=[C:19]([N:28]2[CH2:29][CH2:30][N:31]([C:34](=[O:44])[CH2:35][O:36][C:37]3[CH:42]=[CH:41][C:40]([Cl:43])=[CH:39][CH:38]=3)[CH2:32][CH2:33]2)[C:20]2[N:26]=[C:25]([C:10]3[CH:11]=[CH:12][C:7]([C:5]([NH:4][CH:1]4[CH2:3][CH2:2]4)=[O:6])=[CH:8][CH:9]=3)[CH:24]=[CH:23][C:21]=2[N:22]=1.